The task is: Predict which catalyst facilitates the given reaction.. This data is from Catalyst prediction with 721,799 reactions and 888 catalyst types from USPTO. (1) The catalyst class is: 8. Reactant: [F:1][CH2:2][CH2:3][O:4][C:5]1[CH:10]=[CH:9][C:8]([CH2:11][CH2:12][C:13]2[C:22]([CH3:23])=[C:21]([O:24][Si](C(C)(C)C)(C)C)[C:20]3[C:15](=[CH:16][CH:17]=[CH:18][CH:19]=3)[N:14]=2)=[CH:7][CH:6]=1.[F-].C([N+](CCCC)(CCCC)CCCC)CCC.C1COCC1. Product: [F:1][CH2:2][CH2:3][O:4][C:5]1[CH:6]=[CH:7][C:8]([CH2:11][CH2:12][C:13]2[C:22]([CH3:23])=[C:21]([OH:24])[C:20]3[C:15](=[CH:16][CH:17]=[CH:18][CH:19]=3)[N:14]=2)=[CH:9][CH:10]=1. (2) Reactant: [C:1]([OH:9])(=[O:8])[CH2:2][CH2:3][CH2:4][C:5]([OH:7])=O.[C:10]1([O:16][CH3:17])[CH:15]=[CH:14][CH:13]=[CH:12][CH:11]=1.[Al+3].[Cl-].[Cl-].[Cl-]. Product: [CH3:17][O:16][C:10]1[CH:15]=[CH:14][C:13]([C:5]([CH2:4][CH2:3][CH2:2][C:1]([OH:9])=[O:8])=[O:7])=[CH:12][CH:11]=1. The catalyst class is: 2. (3) Reactant: C[O:2][C:3]([CH2:5][O:6][C:7]1[CH:8]=[CH:9][C:10]([CH3:14])=[N+:11]([O-:13])[CH:12]=1)=[O:4].CCOC(C)=O.[N+:21]([O-])([OH:23])=[O:22]. Product: [C:3]([CH2:5][O:6][C:7]1[C:8]([N+:21]([O-:23])=[O:22])=[CH:9][C:10]([CH3:14])=[N+:11]([O-:13])[CH:12]=1)([OH:2])=[O:4]. The catalyst class is: 65. (4) Reactant: Br[C:2]1[CH:14]=[CH:13][C:5]([O:6][CH2:7][C@:8]([CH3:12])([OH:11])[CH2:9][OH:10])=[CH:4][CH:3]=1.[F:15][C:16]([F:32])([F:31])[O:17][C:18]1[CH:30]=[CH:29][C:21]([O:22][CH:23]2[CH2:28][CH2:27][NH:26][CH2:25][CH2:24]2)=[CH:20][CH:19]=1.C(P(C(C)(C)C)C1C=CC=CC=1C1C(C(C)C)=CC(C(C)C)=CC=1C(C)C)(C)(C)C.CC(C)([O-])C.[Na+].[Cl-].[NH4+]. Product: [CH3:12][C@:8]([OH:11])([CH2:7][O:6][C:5]1[CH:13]=[CH:14][C:2]([N:26]2[CH2:27][CH2:28][CH:23]([O:22][C:21]3[CH:20]=[CH:19][C:18]([O:17][C:16]([F:15])([F:31])[F:32])=[CH:30][CH:29]=3)[CH2:24][CH2:25]2)=[CH:3][CH:4]=1)[CH2:9][OH:10]. The catalyst class is: 187. (5) Reactant: Cl[C:2]1[C:3]([CH3:22])=[N:4][C:5]2[C:10]([N:11]=1)=[C:9]([C:12]1[NH:20][C:19]3[CH2:18][CH2:17][NH:16][C:15](=[O:21])[C:14]=3[CH:13]=1)[CH:8]=[CH:7][CH:6]=2.CC1(C)C(C)(C)OB([C:31]2[CH:35]=[CH:34][O:33][C:32]=2[CH3:36])O1.C([O-])([O-])=O.[Na+].[Na+].CO.C(Cl)Cl. Product: [CH3:22][C:3]1[C:2]([C:31]2[CH:35]=[CH:34][O:33][C:32]=2[CH3:36])=[N:11][C:10]2[C:5](=[CH:6][CH:7]=[CH:8][C:9]=2[C:12]2[NH:20][C:19]3[CH2:18][CH2:17][NH:16][C:15](=[O:21])[C:14]=3[CH:13]=2)[N:4]=1. The catalyst class is: 70.